Predict which catalyst facilitates the given reaction. From a dataset of Catalyst prediction with 721,799 reactions and 888 catalyst types from USPTO. Reactant: [CH3:1]C(C)([O-])C.[K+].FC1C=CC(C(C2C=CC(F)=CC=2)=O)=CC=1.[C:23]([O:31]C)(=[O:30])[CH2:24][CH2:25][C:26]([O:28][CH3:29])=[O:27].O. Product: [CH3:29][O:28][C:26]([C:25](=[CH2:1])[CH2:24][C:23]([OH:31])=[O:30])=[O:27]. The catalyst class is: 11.